From a dataset of Forward reaction prediction with 1.9M reactions from USPTO patents (1976-2016). Predict the product of the given reaction. (1) Given the reactants [CH2:1]([O:3][C:4]([CH:6]1[CH2:10][CH2:9][N:8](C(OC(C)(C)C)=O)[CH2:7]1)=[O:5])[CH3:2].S(Cl)([Cl:20])=O, predict the reaction product. The product is: [ClH:20].[CH2:1]([O:3][C:4]([CH:6]1[CH2:10][CH2:9][NH:8][CH2:7]1)=[O:5])[CH3:2]. (2) Given the reactants [Br:1][C:2]1[CH:7]=[CH:6][C:5]([C:8]2[N:13]=[C:12]3[CH:14]=[C:15](Cl)[N:16]([CH2:17][O:18][CH2:19][CH2:20][Si:21]([CH3:24])([CH3:23])[CH3:22])[C:11]3=[CH:10][C:9]=2[Cl:26])=[CH:4][CH:3]=1.[O:27]1[CH2:31][C@@H:30]([OH:32])[C@H:29]2[O:33][CH2:34][C@@H:35]([OH:36])[C@@H:28]12.C(=O)([O-])[O-].[Cs+].[Cs+], predict the reaction product. The product is: [Br:1][C:2]1[CH:7]=[CH:6][C:5]([C:8]2[N:13]=[C:12]3[CH:14]=[C:15]([O:32][C@H:30]4[C@H:29]5[O:33][CH2:34][C@@H:35]([OH:36])[C@H:28]5[O:27][CH2:31]4)[N:16]([CH2:17][O:18][CH2:19][CH2:20][Si:21]([CH3:24])([CH3:23])[CH3:22])[C:11]3=[CH:10][C:9]=2[Cl:26])=[CH:4][CH:3]=1. (3) Given the reactants BrC1C=CC(O)=C(C2C=[CH:16][C:15]3[C:10](=[CH:11][CH:12]=[C:13]([C:18]4[N:22]([CH:23]5[CH2:28][CH2:27][CH2:26][CH2:25][CH2:24]5)[C:21]5[CH:29]=[CH:30][C:31]([C:33]([OH:35])=[O:34])=[CH:32][C:20]=5[N:19]=4)[CH:14]=3)[N:9]=2)C=1.C(OC(C1C=CC2N(C3CCCCC3)C(C3C=CC(N)=C(C=O)C=3)=NC=2C=1)=O)C.[Cl:66][C:67]1[CH:72]=[CH:71][C:70]([C:73]2[C:77]([C:78](=O)[CH3:79])=[C:76]([CH3:81])[O:75][N:74]=2)=[CH:69][CH:68]=1.[OH-].[K+], predict the reaction product. The product is: [Cl:66][C:67]1[CH:72]=[CH:71][C:70]([C:73]2[C:77]([C:78]3[CH:79]=[CH:16][C:15]4[C:10](=[CH:11][CH:12]=[C:13]([C:18]5[N:22]([CH:23]6[CH2:24][CH2:25][CH2:26][CH2:27][CH2:28]6)[C:21]6[CH:29]=[CH:30][C:31]([C:33]([OH:35])=[O:34])=[CH:32][C:20]=6[N:19]=5)[CH:14]=4)[N:9]=3)=[C:76]([CH3:81])[O:75][N:74]=2)=[CH:69][CH:68]=1. (4) The product is: [NH2:1][C:2]1[N:3]=[CH:4][C:5]2[C:10]([C:11]([C:13]3[CH:18]=[C:17]([NH:19][C:40](=[O:41])[CH2:39][N:37]4[CH:38]=[C:34]([CH:31]5[CH2:32][CH2:33]5)[CH:35]=[N:36]4)[CH:16]=[N:15][CH:14]=3)=[O:12])=[CH:9][N:8]([C:20]([CH3:29])([CH3:30])[CH2:21][OH:22])[C:6]=2[N:7]=1. Given the reactants [NH2:1][C:2]1[N:3]=[CH:4][C:5]2[C:10]([C:11]([C:13]3[CH:14]=[N:15][CH:16]=[C:17]([NH2:19])[CH:18]=3)=[O:12])=[CH:9][N:8]([C:20]([CH3:30])([CH3:29])[CH2:21][O:22]C3CCCCO3)[C:6]=2[N:7]=1.[CH:31]1([C:34]2[CH:35]=[N:36][N:37]([CH2:39][C:40](O)=[O:41])[CH:38]=2)[CH2:33][CH2:32]1, predict the reaction product.